Dataset: Catalyst prediction with 721,799 reactions and 888 catalyst types from USPTO. Task: Predict which catalyst facilitates the given reaction. (1) Reactant: Cl[C:2]1[NH:3][C:4]([C:12]2[C:17]([F:18])=[CH:16][CH:15]=[CH:14][C:13]=2[F:19])=[CH:5][C:6]=1[C:7]([O:9][CH2:10][CH3:11])=[O:8]. Product: [F:19][C:13]1[CH:14]=[CH:15][CH:16]=[C:17]([F:18])[C:12]=1[C:4]1[NH:3][CH:2]=[C:6]([C:7]([O:9][CH2:10][CH3:11])=[O:8])[CH:5]=1. The catalyst class is: 178. (2) Reactant: Br[C:2]1[C:3]([CH3:12])=[N:4][C:5]([O:10][CH3:11])=[C:6]([Cl:9])[C:7]=1[CH3:8].C([Li])CCC.[Cl-].[NH4+]. Product: [Cl:9][C:6]1[C:5]([O:10][CH3:11])=[N:4][C:3]([CH3:12])=[CH:2][C:7]=1[CH3:8]. The catalyst class is: 1. (3) Reactant: [OH:1][C:2]1[CH:15]=[CH:14][C:5]2[C@H:6]([CH2:9][C:10]([O:12]C)=[O:11])[CH2:7][O:8][C:4]=2[CH:3]=1.Cl[CH2:17][C:18]1[CH:19]=[C:20]([C:24]2[C:29]([CH3:30])=[CH:28][C:27]([O:31][CH2:32][CH2:33][CH2:34][S:35]([CH3:38])(=[O:37])=[O:36])=[CH:26][C:25]=2[CH3:39])[CH:21]=[CH:22][CH:23]=1.P([O-])([O-])([O-])=O.[K+].[K+].[K+].[OH-].[Na+]. Product: [CH3:39][C:25]1[CH:26]=[C:27]([O:31][CH2:32][CH2:33][CH2:34][S:35]([CH3:38])(=[O:36])=[O:37])[CH:28]=[C:29]([CH3:30])[C:24]=1[C:20]1[CH:21]=[CH:22][CH:23]=[C:18]([CH2:17][O:1][C:2]2[CH:15]=[CH:14][C:5]3[C@H:6]([CH2:9][C:10]([OH:12])=[O:11])[CH2:7][O:8][C:4]=3[CH:3]=2)[CH:19]=1. The catalyst class is: 35. (4) Reactant: [CH2:1]([O:8][N:9]1[C:15](=[O:16])[N:14]2[CH2:17][C@H:10]1[CH2:11][CH2:12][C@H:13]2[C:18]([OH:20])=O)[C:2]1[CH:7]=[CH:6][CH:5]=[CH:4][CH:3]=1.[NH2:21][O:22][CH:23]1[CH2:28][CH2:27][N:26]([C:29]([O:31][C:32]([CH3:35])([CH3:34])[CH3:33])=[O:30])[CH2:25][CH2:24]1.OC1C2N=NNC=2C=CC=1.Cl.C(N=C=NCCCN(C)C)C. Product: [CH2:1]([O:8][N:9]1[C:15](=[O:16])[N:14]2[CH2:17][C@H:10]1[CH2:11][CH2:12][C@H:13]2[C:18]([NH:21][O:22][CH:23]1[CH2:24][CH2:25][N:26]([C:29]([O:31][C:32]([CH3:35])([CH3:34])[CH3:33])=[O:30])[CH2:27][CH2:28]1)=[O:20])[C:2]1[CH:3]=[CH:4][CH:5]=[CH:6][CH:7]=1. The catalyst class is: 2. (5) Reactant: [N+:1]([C:4]1[C:12]([N+:13]([O-:15])=[O:14])=[CH:11][CH:10]=[C:6]([C:7]([OH:9])=O)[C:5]=1[C:16]([OH:18])=O)([O-:3])=[O:2].[CH2:19]([O:21][C:22]1[CH:23]=[C:24]([CH:30]([NH2:36])[CH2:31][S:32]([CH3:35])(=[O:34])=[O:33])[CH:25]=[CH:26][C:27]=1[O:28][CH3:29])[CH3:20]. Product: [CH2:19]([O:21][C:22]1[CH:23]=[C:24]([CH:30]([N:36]2[C:16](=[O:18])[C:5]3[C:6](=[CH:10][CH:11]=[C:12]([N+:13]([O-:15])=[O:14])[C:4]=3[N+:1]([O-:3])=[O:2])[C:7]2=[O:9])[CH2:31][S:32]([CH3:35])(=[O:34])=[O:33])[CH:25]=[CH:26][C:27]=1[O:28][CH3:29])[CH3:20]. The catalyst class is: 11. (6) Reactant: [OH:1][C:2]1[CH:9]=[CH:8][C:5]([CH:6]=[O:7])=[C:4]([CH3:10])[CH:3]=1.C(=O)([O-])[O-].[K+].[K+].Br[CH2:18][C:19]1[CH:24]=[CH:23][C:22]([C:25]([F:28])([F:27])[F:26])=[CH:21][C:20]=1[C:29]([F:32])([F:31])[F:30].O. Product: [F:30][C:29]([F:31])([F:32])[C:20]1[CH:21]=[C:22]([C:25]([F:28])([F:26])[F:27])[CH:23]=[CH:24][C:19]=1[CH2:18][O:1][C:2]1[CH:9]=[CH:8][C:5]([CH:6]=[O:7])=[C:4]([CH3:10])[CH:3]=1. The catalyst class is: 3. (7) Reactant: [CH3:1][C:2]1[CH:11]=[CH:10][CH:9]=[CH:8][C:3]=1[C:4]([O:6][CH3:7])=[O:5].C1C(=O)N([Br:19])C(=O)C1.C(OOC(=O)C1C=CC=CC=1)(=O)C1C=CC=CC=1. Product: [CH3:7][O:6][C:4](=[O:5])[C:3]1[CH:8]=[CH:9][CH:10]=[CH:11][C:2]=1[CH2:1][Br:19]. The catalyst class is: 53.